From a dataset of NCI-60 drug combinations with 297,098 pairs across 59 cell lines. Regression. Given two drug SMILES strings and cell line genomic features, predict the synergy score measuring deviation from expected non-interaction effect. (1) Drug 1: CCC1(CC2CC(C3=C(CCN(C2)C1)C4=CC=CC=C4N3)(C5=C(C=C6C(=C5)C78CCN9C7C(C=CC9)(C(C(C8N6C)(C(=O)OC)O)OC(=O)C)CC)OC)C(=O)OC)O.OS(=O)(=O)O. Drug 2: CC1=C2C(C(=O)C3(C(CC4C(C3C(C(C2(C)C)(CC1OC(=O)C(C(C5=CC=CC=C5)NC(=O)OC(C)(C)C)O)O)OC(=O)C6=CC=CC=C6)(CO4)OC(=O)C)O)C)O. Cell line: HL-60(TB). Synergy scores: CSS=15.3, Synergy_ZIP=0.913, Synergy_Bliss=5.17, Synergy_Loewe=7.66, Synergy_HSA=6.39. (2) Drug 1: C1=NC2=C(N1)C(=S)N=CN2. Drug 2: C1=NC2=C(N=C(N=C2N1C3C(C(C(O3)CO)O)F)Cl)N. Cell line: HL-60(TB). Synergy scores: CSS=46.7, Synergy_ZIP=3.08, Synergy_Bliss=3.56, Synergy_Loewe=-19.4, Synergy_HSA=-3.20. (3) Drug 1: CC1=C(C=C(C=C1)NC2=NC=CC(=N2)N(C)C3=CC4=NN(C(=C4C=C3)C)C)S(=O)(=O)N.Cl. Drug 2: CC1=C2C(C(=O)C3(C(CC4C(C3C(C(C2(C)C)(CC1OC(=O)C(C(C5=CC=CC=C5)NC(=O)C6=CC=CC=C6)O)O)OC(=O)C7=CC=CC=C7)(CO4)OC(=O)C)O)C)OC(=O)C. Cell line: COLO 205. Synergy scores: CSS=48.8, Synergy_ZIP=15.4, Synergy_Bliss=12.6, Synergy_Loewe=-49.6, Synergy_HSA=6.56. (4) Drug 1: C1CCN(CC1)CCOC2=CC=C(C=C2)C(=O)C3=C(SC4=C3C=CC(=C4)O)C5=CC=C(C=C5)O. Drug 2: C1C(C(OC1N2C=NC3=C(N=C(N=C32)Cl)N)CO)O. Cell line: OVCAR3. Synergy scores: CSS=-0.252, Synergy_ZIP=-0.432, Synergy_Bliss=-2.08, Synergy_Loewe=-7.07, Synergy_HSA=-5.04. (5) Drug 1: C1=CC(=CC=C1CCC2=CNC3=C2C(=O)NC(=N3)N)C(=O)NC(CCC(=O)O)C(=O)O. Drug 2: C(CC(=O)O)C(=O)CN.Cl. Cell line: MCF7. Synergy scores: CSS=23.4, Synergy_ZIP=-1.51, Synergy_Bliss=-2.97, Synergy_Loewe=-13.1, Synergy_HSA=-2.61. (6) Drug 1: CC1C(C(CC(O1)OC2CC(CC3=C2C(=C4C(=C3O)C(=O)C5=C(C4=O)C(=CC=C5)OC)O)(C(=O)CO)O)N)O.Cl. Drug 2: CC(C)CN1C=NC2=C1C3=CC=CC=C3N=C2N. Cell line: SNB-75. Synergy scores: CSS=0.676, Synergy_ZIP=-1.74, Synergy_Bliss=-2.86, Synergy_Loewe=-1.96, Synergy_HSA=-1.76. (7) Drug 1: C1=C(C(=O)NC(=O)N1)F. Drug 2: CC1CCC2CC(C(=CC=CC=CC(CC(C(=O)C(C(C(=CC(C(=O)CC(OC(=O)C3CCCCN3C(=O)C(=O)C1(O2)O)C(C)CC4CCC(C(C4)OC)OCCO)C)C)O)OC)C)C)C)OC. Cell line: SF-268. Synergy scores: CSS=32.1, Synergy_ZIP=-0.759, Synergy_Bliss=1.58, Synergy_Loewe=7.24, Synergy_HSA=8.23. (8) Drug 1: CC1C(C(CC(O1)OC2CC(OC(C2O)C)OC3=CC4=CC5=C(C(=O)C(C(C5)C(C(=O)C(C(C)O)O)OC)OC6CC(C(C(O6)C)O)OC7CC(C(C(O7)C)O)OC8CC(C(C(O8)C)O)(C)O)C(=C4C(=C3C)O)O)O)O. Drug 2: C(=O)(N)NO. Cell line: ACHN. Synergy scores: CSS=56.8, Synergy_ZIP=-1.17, Synergy_Bliss=-1.90, Synergy_Loewe=-13.9, Synergy_HSA=-0.560. (9) Drug 1: CC1C(C(CC(O1)OC2CC(OC(C2O)C)OC3=CC4=CC5=C(C(=O)C(C(C5)C(C(=O)C(C(C)O)O)OC)OC6CC(C(C(O6)C)O)OC7CC(C(C(O7)C)O)OC8CC(C(C(O8)C)O)(C)O)C(=C4C(=C3C)O)O)O)O. Drug 2: COC1=NC(=NC2=C1N=CN2C3C(C(C(O3)CO)O)O)N. Synergy scores: CSS=29.5, Synergy_ZIP=-1.02, Synergy_Bliss=-5.04, Synergy_Loewe=-40.8, Synergy_HSA=-4.50. Cell line: DU-145. (10) Drug 1: C1=CC(=C2C(=C1NCCNCCO)C(=O)C3=C(C=CC(=C3C2=O)O)O)NCCNCCO. Drug 2: C(CN)CNCCSP(=O)(O)O. Cell line: COLO 205. Synergy scores: CSS=54.3, Synergy_ZIP=7.75, Synergy_Bliss=9.67, Synergy_Loewe=-2.57, Synergy_HSA=9.87.